This data is from Catalyst prediction with 721,799 reactions and 888 catalyst types from USPTO. The task is: Predict which catalyst facilitates the given reaction. (1) The catalyst class is: 12. Reactant: Br[C:2]1[CH:3]=[C:4]([CH:7]=[CH:8][C:9]=1[O:10][CH:11]1[CH2:16][CH2:15][CH2:14][CH2:13][O:12]1)[C:5]#[N:6].[N:17]1[CH:22]=[CH:21][C:20](B(O)O)=[CH:19][CH:18]=1.C(=O)([O-])[O-].[Cs+].[Cs+]. Product: [N:17]1[CH:22]=[CH:21][C:20]([C:2]2[CH:3]=[C:4]([CH:7]=[CH:8][C:9]=2[O:10][CH:11]2[CH2:16][CH2:15][CH2:14][CH2:13][O:12]2)[C:5]#[N:6])=[CH:19][CH:18]=1. (2) Reactant: Br[C:2]1[CH:7]=[CH:6][C:5]([C:8]2[N:20]([CH3:21])[C:11]3=[N:12][CH:13]=[C:14]([C:16]([F:19])([F:18])[F:17])[CH:15]=[C:10]3[N:9]=2)=[C:4]([S:22]([CH2:25][CH3:26])(=[O:24])=[O:23])[CH:3]=1.C([Sn](CCCC)(CCCC)[C:32]1[N:37]=[CH:36][CH:35]=[CH:34][N:33]=1)CCC.C1(C)C=CC=CC=1. Product: [CH2:25]([S:22]([C:4]1[CH:3]=[C:2]([C:32]2[N:37]=[CH:36][CH:35]=[CH:34][N:33]=2)[CH:7]=[CH:6][C:5]=1[C:8]1[N:20]([CH3:21])[C:11]2=[N:12][CH:13]=[C:14]([C:16]([F:19])([F:18])[F:17])[CH:15]=[C:10]2[N:9]=1)(=[O:24])=[O:23])[CH3:26]. The catalyst class is: 103. (3) Reactant: [CH3:1][O:2][C:3]1[CH:29]=[CH:28][C:6]2[N:7]([C:10]3[CH:19]=[CH:18][C:17]4[C:12](=[C:13](OS(C(F)(F)F)(=O)=O)[CH:14]=[CH:15][CH:16]=4)[N:11]=3)[CH:8]=[N:9][C:5]=2[CH:4]=1.[C:30]([O:34][C:35](=[O:43])[NH:36][CH:37]1[CH2:42][CH2:41][NH:40][CH2:39][CH2:38]1)([CH3:33])([CH3:32])[CH3:31].C([O-])([O-])=O.[Cs+].[Cs+].C1C=CC(P(C2C(C3C(P(C4C=CC=CC=4)C4C=CC=CC=4)=CC=C4C=3C=CC=C4)=C3C(C=CC=C3)=CC=2)C2C=CC=CC=2)=CC=1. Product: [C:30]([O:34][C:35](=[O:43])[NH:36][CH:37]1[CH2:42][CH2:41][N:40]([C:17]2[CH:16]=[CH:15][CH:14]=[C:13]3[C:12]=2[N:11]=[C:10]([N:7]2[C:6]4[CH:28]=[CH:29][C:3]([O:2][CH3:1])=[CH:4][C:5]=4[N:9]=[CH:8]2)[CH:19]=[CH:18]3)[CH2:39][CH2:38]1)([CH3:33])([CH3:31])[CH3:32]. The catalyst class is: 62.